From a dataset of Full USPTO retrosynthesis dataset with 1.9M reactions from patents (1976-2016). Predict the reactants needed to synthesize the given product. (1) Given the product [N:18]1([CH2:23][CH2:24][NH:25][C:26]([C:28]2[CH:32]=[C:31]([CH3:33])[NH:30][C:29]=2[CH:34]=[C:10]2[C:9]3[C:13](=[CH:14][CH:15]=[CH:16][C:8]=3[C:5]3[CH:4]=[CH:3][C:2]([Br:1])=[CH:7][CH:6]=3)[NH:12][C:11]2=[O:17])=[O:27])[CH:22]=[CH:21][N:20]=[N:19]1, predict the reactants needed to synthesize it. The reactants are: [Br:1][C:2]1[CH:7]=[CH:6][C:5]([C:8]2[CH:16]=[CH:15][CH:14]=[C:13]3[C:9]=2[CH2:10][C:11](=[O:17])[NH:12]3)=[CH:4][CH:3]=1.[N:18]1([CH2:23][CH2:24][NH:25][C:26]([C:28]2[CH:32]=[C:31]([CH3:33])[NH:30][C:29]=2[CH:34]=O)=[O:27])[CH:22]=[CH:21][N:20]=[N:19]1. (2) Given the product [CH2:7]([N:17]1[C:16](=[O:15])[C:22]2[CH:23]=[CH:24][CH:25]=[CH:26][C:21]=2[O:20][C:19]2[CH:27]=[CH:28][C:29]([CH:31]=[O:32])=[CH:30][C:18]1=2)[C:8]1[CH:13]=[CH:12][CH:11]=[CH:10][CH:9]=1, predict the reactants needed to synthesize it. The reactants are: C(=O)([O-])[O-].[K+].[K+].[CH2:7](Br)[C:8]1[CH:13]=[CH:12][CH:11]=[CH:10][CH:9]=1.[O:15]=[C:16]1[C:22]2[CH:23]=[CH:24][CH:25]=[CH:26][C:21]=2[O:20][C:19]2[CH:27]=[CH:28][C:29]([CH:31]=[O:32])=[CH:30][C:18]=2[NH:17]1. (3) Given the product [NH2:1][CH:2]([C:3](=[O:5])[NH:13][CH2:14][CH2:15][NH:16][C:17]([O:18][C:19]([CH3:22])([CH3:21])[CH3:20])=[O:24])[C:8](=[O:10])[NH:13][CH2:14][CH2:15][NH:16][C:17]([O:18][C:19]([CH3:20])([CH3:22])[CH3:21])=[O:23], predict the reactants needed to synthesize it. The reactants are: [NH2:1][CH:2]([C:8]([O:10]CC)=O)[C:3]([O:5]CC)=O.[NH2:13][CH2:14][CH2:15][NH:16][C:17](=[O:23])[O:18][C:19]([CH3:22])([CH3:21])[CH3:20].[OH2:24]. (4) The reactants are: [C:1]1(=[O:7])[NH:6][CH2:5][CH2:4][CH2:3][CH2:2]1.FC(F)(F)C(O[C:13](=O)[C:14]([F:17])(F)F)=O.[C:21]1([CH3:27])[CH:26]=CC=[CH:23][CH:22]=1. Given the product [F:17][C:14]1[CH:13]=[CH:26][C:21]([CH:27]=[C:2]2[CH2:3][CH2:4][CH2:5][NH:6][C:1]2=[O:7])=[CH:22][CH:23]=1, predict the reactants needed to synthesize it. (5) Given the product [Cl:1][C:2]1[CH:7]=[CH:6][C:5]([C:12]2[CH:13]=[CH:14][C:15]([CH3:19])=[C:16]([CH:18]=2)[NH2:17])=[CH:4][CH:3]=1, predict the reactants needed to synthesize it. The reactants are: [Cl:1][C:2]1[CH:7]=[CH:6][C:5](B(O)O)=[CH:4][CH:3]=1.Br[C:12]1[CH:13]=[CH:14][C:15]([CH3:19])=[C:16]([CH:18]=1)[NH2:17].C(=O)([O-])[O-].[Na+].[Na+].